From a dataset of Forward reaction prediction with 1.9M reactions from USPTO patents (1976-2016). Predict the product of the given reaction. Given the reactants [CH2:1]([O:3][C:4]([C:6]1[CH:7]([C:18]([F:21])([F:20])[F:19])[O:8][C:9]2[C:14]([CH:15]=1)=[CH:13][C:12]([Cl:16])=[CH:11][C:10]=2I)=[O:5])[CH3:2].[F:22][C:23]1[CH:24]=[C:25]([C:29]#[CH:30])[CH:26]=[CH:27][CH:28]=1, predict the reaction product. The product is: [CH2:1]([O:3][C:4]([C:6]1[CH:7]([C:18]([F:21])([F:20])[F:19])[O:8][C:9]2[C:14]([CH:15]=1)=[CH:13][C:12]([Cl:16])=[CH:11][C:10]=2[C:30]#[C:29][C:25]1[CH:26]=[CH:27][CH:28]=[C:23]([F:22])[CH:24]=1)=[O:5])[CH3:2].